From a dataset of Peptide-MHC class I binding affinity with 185,985 pairs from IEDB/IMGT. Regression. Given a peptide amino acid sequence and an MHC pseudo amino acid sequence, predict their binding affinity value. This is MHC class I binding data. (1) The peptide sequence is SYGCPTNPF. The MHC is HLA-A11:01 with pseudo-sequence HLA-A11:01. The binding affinity (normalized) is 0.213. (2) The peptide sequence is KLMDVVYSI. The MHC is BoLA-D18.4 with pseudo-sequence BoLA-D18.4. The binding affinity (normalized) is 0.308. (3) The peptide sequence is EVGSIRCVKY. The MHC is HLA-A31:01 with pseudo-sequence HLA-A31:01. The binding affinity (normalized) is 0.00579. (4) The peptide sequence is AWLVHRQWF. The MHC is HLA-A24:02 with pseudo-sequence HLA-A24:02. The binding affinity (normalized) is 0.528. (5) The peptide sequence is RYFPTAFEF. The MHC is Mamu-B52 with pseudo-sequence Mamu-B52. The binding affinity (normalized) is 0.707. (6) The peptide sequence is YQLGDYFFV. The MHC is HLA-E01:01 with pseudo-sequence HLA-E01:03. The binding affinity (normalized) is 0.0847. (7) The peptide sequence is AYPAVSTFEK. The MHC is Patr-A0401 with pseudo-sequence Patr-A0401. The binding affinity (normalized) is 0.799. (8) The peptide sequence is AVAKYFSPL. The MHC is HLA-B08:01 with pseudo-sequence HLA-B08:01. The binding affinity (normalized) is 0.515.